Predict the product of the given reaction. From a dataset of Forward reaction prediction with 1.9M reactions from USPTO patents (1976-2016). (1) Given the reactants [F:1][C:2]1[CH:7]=[CH:6][C:5]([N:8]2[C:16]3[C:11](=[CH:12][C:13]([O:17][C@H:18]([C:22]4[CH:27]=[CH:26][C:25]([O:28][CH3:29])=[CH:24][CH:23]=4)[C@@H:19]([NH2:21])[CH3:20])=[CH:14][CH:15]=3)[CH:10]=[N:9]2)=[CH:4][CH:3]=1.[C:30](Cl)(=[O:35])[C:31]([CH3:34])([CH3:33])[CH3:32], predict the reaction product. The product is: [F:1][C:2]1[CH:3]=[CH:4][C:5]([N:8]2[C:16]3[C:11](=[CH:12][C:13]([O:17][C@H:18]([C:22]4[CH:23]=[CH:24][C:25]([O:28][CH3:29])=[CH:26][CH:27]=4)[C@@H:19]([NH:21][C:30](=[O:35])[C:31]([CH3:34])([CH3:33])[CH3:32])[CH3:20])=[CH:14][CH:15]=3)[CH:10]=[N:9]2)=[CH:6][CH:7]=1. (2) Given the reactants [CH:1]1([N:4]2[C:12]3[C:7](=[CH:8][CH:9]=[C:10](B4OC(C)(C)C(C)(C)O4)[CH:11]=3)[C:6]([CH3:23])([CH3:22])[C:5]2=[O:24])[CH2:3][CH2:2]1.Br[C:26]1[CH:27]=[N:28][C:29]([CH:32]2[CH2:34][CH2:33]2)=[N:30][CH:31]=1, predict the reaction product. The product is: [CH:1]1([N:4]2[C:12]3[C:7](=[CH:8][CH:9]=[C:10]([C:26]4[CH:27]=[N:28][C:29]([CH:32]5[CH2:34][CH2:33]5)=[N:30][CH:31]=4)[CH:11]=3)[C:6]([CH3:22])([CH3:23])[C:5]2=[O:24])[CH2:2][CH2:3]1.